This data is from Full USPTO retrosynthesis dataset with 1.9M reactions from patents (1976-2016). The task is: Predict the reactants needed to synthesize the given product. (1) Given the product [NH2:35][S:32]([N:26]([C:10]1[CH:11]=[CH:12][C:13]([O:15][CH2:16][C:17](=[O:25])[O:18][CH2:19][CH2:20][Si:21]([CH3:24])([CH3:23])[CH3:22])=[CH:14][C:9]=1[O:8][CH2:1][C:2]1[CH:3]=[CH:4][CH:5]=[CH:6][CH:7]=1)[CH2:27][C:28]([O:30][CH3:31])=[O:29])(=[O:33])=[O:34], predict the reactants needed to synthesize it. The reactants are: [CH2:1]([O:8][C:9]1[CH:14]=[C:13]([O:15][CH2:16][C:17](=[O:25])[O:18][CH2:19][CH2:20][Si:21]([CH3:24])([CH3:23])[CH3:22])[CH:12]=[CH:11][C:10]=1[N:26]([S:32]([NH:35]C(OC(C)(C)C)=O)(=[O:34])=[O:33])[CH2:27][C:28]([O:30][CH3:31])=[O:29])[C:2]1[CH:7]=[CH:6][CH:5]=[CH:4][CH:3]=1. (2) Given the product [CH:13]1([CH2:12][C@H:7]([N:6]2[C:4](=[O:5])[C:3]3[C:2](=[CH:22][CH:21]=[CH:20][CH:19]=3)[N:1]=[CH:24]2)[C:8]([O:10][CH3:11])=[O:9])[CH2:14][CH2:15][CH2:16][CH2:17][CH2:18]1, predict the reactants needed to synthesize it. The reactants are: [NH2:1][C:2]1[CH:22]=[CH:21][CH:20]=[CH:19][C:3]=1[C:4]([NH:6][C@@H:7]([CH2:12][CH:13]1[CH2:18][CH2:17][CH2:16][CH2:15][CH2:14]1)[C:8]([O:10][CH3:11])=[O:9])=[O:5].Cl.[CH3:24]N1C(=O)CCC1. (3) Given the product [CH3:1][O:2][C:3](=[O:15])[C:4]1[C:9]([N+:10]([O-:12])=[O:11])=[CH:8][CH:7]=[C:6]([OH:18])[C:5]=1[CH3:14], predict the reactants needed to synthesize it. The reactants are: [CH3:1][O:2][C:3](=[O:15])[C:4]1[C:9]([N+:10]([O-:12])=[O:11])=[CH:8][CH:7]=[C:6](F)[C:5]=1[CH3:14].CS(CCO)(=O)=[O:18].[H-].[Na+].